This data is from Forward reaction prediction with 1.9M reactions from USPTO patents (1976-2016). The task is: Predict the product of the given reaction. Given the reactants C([NH:8][C@@H:9]1[CH2:14][CH2:13][C@H:12]([NH:15][C:16]2[CH:21]=[C:20]([N:22]([CH3:31])[CH2:23][CH2:24][C:25]3[CH:30]=[CH:29][CH:28]=[CH:27][CH:26]=3)[C:19]([CH3:32])=[CH:18][N:17]=2)[CH2:11][CH2:10]1)C1C=CC=CC=1, predict the reaction product. The product is: [NH2:8][C@@H:9]1[CH2:14][CH2:13][C@H:12]([NH:15][C:16]2[CH:21]=[C:20]([N:22]([CH3:31])[CH2:23][CH2:24][C:25]3[CH:26]=[CH:27][CH:28]=[CH:29][CH:30]=3)[C:19]([CH3:32])=[CH:18][N:17]=2)[CH2:11][CH2:10]1.